From a dataset of Reaction yield outcomes from USPTO patents with 853,638 reactions. Predict the reaction yield, written as a fraction of the theoretical maximum amount of product (1.0 means a 100% yield; for example, 0.34 means a 34% yield). (1) The reactants are [CH3:1][S:2]([CH2:5][C@H:6]([NH:8][C:9]([C:11]1[C:19]2[C:14](=[N:15][CH:16]=[C:17]([C:20]3[C:28]4[C:23](=[CH:24][C:25]([Cl:29])=[CH:26][CH:27]=4)[N:22]([CH3:30])[N:21]=3)[N:18]=2)[N:13](COCC[Si](C)(C)C)[CH:12]=1)=[O:10])[CH3:7])(=[O:4])=[O:3].FC(F)(F)C(O)=O.C([O-])(=O)C.[Na+].O. The catalyst is ClCCl.C(OCC)(=O)C. The product is [CH3:1][S:2]([CH2:5][C@H:6]([NH:8][C:9]([C:11]1[C:19]2[C:14](=[N:15][CH:16]=[C:17]([C:20]3[C:28]4[C:23](=[CH:24][C:25]([Cl:29])=[CH:26][CH:27]=4)[N:22]([CH3:30])[N:21]=3)[N:18]=2)[NH:13][CH:12]=1)=[O:10])[CH3:7])(=[O:3])=[O:4]. The yield is 0.370. (2) The reactants are Br[C:2]1[C:18]([F:19])=[CH:17][C:5]2[O:6][CH2:7][CH2:8][C:9]3[S:13][C:12]([C:14]([NH2:16])=[O:15])=[N:11][C:10]=3[C:4]=2[CH:3]=1.[C:20]([C:22]1([OH:29])[CH2:26][CH2:25][N:24]([CH3:27])[C:23]1=[O:28])#[CH:21]. No catalyst specified. The product is [F:19][C:18]1[C:2]([C:21]#[C:20][C:22]2([OH:29])[CH2:26][CH2:25][N:24]([CH3:27])[C:23]2=[O:28])=[CH:3][C:4]2[C:10]3[N:11]=[C:12]([C:14]([NH2:16])=[O:15])[S:13][C:9]=3[CH2:8][CH2:7][O:6][C:5]=2[CH:17]=1. The yield is 0.300. (3) The reactants are Cl[CH2:2][C@@H:3]1[CH2:7][CH2:6][CH2:5][N:4]1[C:8]1[CH:9]=[C:10]([C:14]2[CH:15]=[C:16]3[C:21](=[CH:22][CH:23]=2)[N:20]([CH3:24])[C:19](=[O:25])[CH2:18][CH2:17]3)[CH:11]=[N:12][CH:13]=1.C([O-])([O-])=O.[K+].[K+].[I-].[Na+].Cl.[CH2:35]([NH2:37])[CH3:36].C([O-])(O)=O.[Na+]. The catalyst is CC#N.CCOC(C)=O. The product is [CH2:35]([NH:37][CH2:2][C@@H:3]1[CH2:7][CH2:6][CH2:5][N:4]1[C:8]1[CH:9]=[C:10]([C:14]2[CH:15]=[C:16]3[C:21](=[CH:22][CH:23]=2)[N:20]([CH3:24])[C:19](=[O:25])[CH2:18][CH2:17]3)[CH:11]=[N:12][CH:13]=1)[CH3:36]. The yield is 0.300. (4) The reactants are [N:12]1[C:14]2[C:5](=[CH:6][CH:7]=[C:8]3[C:13]=2[N:12]=[CH:14][CH:5]=[CH:6]3)[CH:7]=[CH:8][CH:13]=1.[C:15]([O-])([O-])=[O:16].[Cs+].[Cs+].IC1C=C(C=CC=1)N.CO. The catalyst is [Cu]I. The product is [CH3:15][O:16][C:5]1[CH:14]=[C:13]([CH:8]=[CH:7][CH:6]=1)[NH2:12]. The yield is 0.780.